From a dataset of Full USPTO retrosynthesis dataset with 1.9M reactions from patents (1976-2016). Predict the reactants needed to synthesize the given product. (1) Given the product [F:19][C:17]1[CH:16]=[C:15]([F:20])[CH:14]=[C:13]2[C:18]=1[C:9]([NH:8][C:4]1[CH:3]=[C:2]([B:29]([OH:33])[OH:30])[CH:7]=[N:6][CH:5]=1)=[C:10]([CH3:28])[C:11]([C:21]1[CH:26]=[C:25]([CH3:27])[CH:24]=[CH:23][N:22]=1)=[N:12]2, predict the reactants needed to synthesize it. The reactants are: Br[C:2]1[CH:3]=[C:4]([NH:8][C:9]2[C:18]3[C:13](=[CH:14][C:15]([F:20])=[CH:16][C:17]=3[F:19])[N:12]=[C:11]([C:21]3[CH:26]=[C:25]([CH3:27])[CH:24]=[CH:23][N:22]=3)[C:10]=2[CH3:28])[CH:5]=[N:6][CH:7]=1.[B:29]1(B2OC(C)(C)C(C)(C)O2)[O:33]C(C)(C)C(C)(C)[O:30]1.C([O-])(=O)C.[K+]. (2) Given the product [Br:10][C:8]1[CH:9]=[C:4]([CH2:3][OH:2])[CH:5]=[N:6][CH:7]=1, predict the reactants needed to synthesize it. The reactants are: C[O:2][C:3](=O)[C:4]1[CH:9]=[C:8]([Br:10])[CH:7]=[N:6][CH:5]=1.[BH4-].[Na+]. (3) Given the product [F:3][C:4]1[CH:9]=[CH:8][C:7]([F:10])=[CH:6][C:5]=1[S:11][CH2:13][CH2:14][C:15]([OH:17])=[O:16], predict the reactants needed to synthesize it. The reactants are: [OH-].[Na+].[F:3][C:4]1[CH:9]=[CH:8][C:7]([F:10])=[CH:6][C:5]=1[SH:11].Cl[CH2:13][CH2:14][C:15]([OH:17])=[O:16].Cl.